This data is from Catalyst prediction with 721,799 reactions and 888 catalyst types from USPTO. The task is: Predict which catalyst facilitates the given reaction. (1) Reactant: [C:1]([O:5][C:6]([N:8]1[CH2:12][CH2:11][C:10]([CH2:27][C:28]2[CH:33]=[CH:32][CH:31]=[CH:30][CH:29]=2)([C:13]([C:15]2[CH:16]=[C:17]3[C:21](=[CH:22][CH:23]=2)[NH:20][C:19](=[O:24])[C:18]3(Br)Br)=[O:14])[CH2:9]1)=[O:7])([CH3:4])([CH3:3])[CH3:2]. Product: [C:1]([O:5][C:6]([N:8]1[CH2:12][CH2:11][C:10]([CH2:27][C:28]2[CH:29]=[CH:30][CH:31]=[CH:32][CH:33]=2)([C:13]([C:15]2[CH:16]=[C:17]3[C:21](=[CH:22][CH:23]=2)[NH:20][C:19](=[O:24])[CH2:18]3)=[O:14])[CH2:9]1)=[O:7])([CH3:4])([CH3:2])[CH3:3]. The catalyst class is: 183. (2) Reactant: Cl.C[O:3][C:4]1[CH:5]=[C:6]2[C:11](=[CH:12][CH:13]=1)[C:10]([O:14][C:15]1[CH:29]=[CH:28][C:18]([O:19][CH2:20][CH2:21][N:22]3[CH2:27][CH2:26][CH2:25][CH2:24][CH2:23]3)=[CH:17][CH:16]=1)=[C:9]([C:30]1[CH:35]=[CH:34][C:33]([S:36][CH3:37])=[CH:32][C:31]=1[CH3:38])[CH:8]=[CH:7]2.B(Br)(Br)Br. Product: [CH3:38][C:31]1[CH:32]=[C:33]([S:36][CH3:37])[CH:34]=[CH:35][C:30]=1[C:9]1[C:10]([O:14][C:15]2[CH:29]=[CH:28][C:18]([O:19][CH2:20][CH2:21][N:22]3[CH2:27][CH2:26][CH2:25][CH2:24][CH2:23]3)=[CH:17][CH:16]=2)=[C:11]2[C:6](=[CH:7][CH:8]=1)[CH:5]=[C:4]([OH:3])[CH:13]=[CH:12]2. The catalyst class is: 4. (3) Reactant: [F:1][C:2]([F:24])([F:23])[C:3]1[C:11]2[CH2:10][CH2:9][CH2:8][CH2:7][C:6]=2[N:5]([CH2:12][C:13]2[CH:14]=[C:15]([CH:20]=[CH:21][CH:22]=2)[C:16]([O:18]C)=[O:17])[N:4]=1.[OH-].[Na+]. Product: [F:24][C:2]([F:1])([F:23])[C:3]1[C:11]2[CH2:10][CH2:9][CH2:8][CH2:7][C:6]=2[N:5]([CH2:12][C:13]2[CH:14]=[C:15]([CH:20]=[CH:21][CH:22]=2)[C:16]([OH:18])=[O:17])[N:4]=1. The catalyst class is: 353. (4) Reactant: C(OC([N:8]1[CH2:13][CH2:12][CH:11]([N:14]2[CH:18]=[C:17]([C:19]3[CH:24]=[CH:23][N:22]=[CH:21][CH:20]=3)[C:16]([C:25]3[CH:30]=[CH:29][CH:28]=[C:27]([N:31]([S:35]([C:38]4[CH:43]=[C:42]([F:44])[CH:41]=[CH:40][C:39]=4[F:45])(=[O:37])=[O:36])COC)[C:26]=3[F:46])=[N:15]2)[CH2:10][CH2:9]1)=O)(C)(C)C. Product: [F:45][C:39]1[CH:40]=[CH:41][C:42]([F:44])=[CH:43][C:38]=1[S:35]([NH:31][C:27]1[CH:28]=[CH:29][CH:30]=[C:25]([C:16]2[C:17]([C:19]3[CH:24]=[CH:23][N:22]=[CH:21][CH:20]=3)=[CH:18][N:14]([CH:11]3[CH2:10][CH2:9][NH:8][CH2:13][CH2:12]3)[N:15]=2)[C:26]=1[F:46])(=[O:37])=[O:36]. The catalyst class is: 484. (5) Reactant: CN.[NH2:3][C:4]1[C:12]2[O:11][CH2:10][O:9][C:8]=2[CH:7]=[CH:6][C:5]=1[C:13]([OH:15])=O.C[CH2:17][N:18](C(C)C)C(C)C. Product: [NH2:3][C:4]1[C:12]2[O:11][CH2:10][O:9][C:8]=2[CH:7]=[CH:6][C:5]=1[C:13]([NH:18][CH3:17])=[O:15]. The catalyst class is: 10.